This data is from Forward reaction prediction with 1.9M reactions from USPTO patents (1976-2016). The task is: Predict the product of the given reaction. (1) Given the reactants Br[CH2:2][C:3]([CH2:15][O:16][C:17]1[C:26]2[C:21](=[CH:22][CH:23]=[CH:24][CH:25]=2)[CH:20]=[CH:19][CH:18]=1)=[CH:4][C:5]1[CH:14]=[CH:13][C:8]([C:9]([O:11][CH3:12])=[O:10])=[CH:7][CH:6]=1.C(N(CC)CC)C.[CH2:34]([N:36]1[CH2:41][CH2:40][CH:39]([NH2:42])[CH2:38][CH2:37]1)[CH3:35], predict the reaction product. The product is: [CH2:34]([N:36]1[CH2:41][CH2:40][CH:39]([NH:42][CH2:2]/[C:3](/[CH2:15][O:16][C:17]2[C:26]3[C:21](=[CH:22][CH:23]=[CH:24][CH:25]=3)[CH:20]=[CH:19][CH:18]=2)=[CH:4]/[C:5]2[CH:14]=[CH:13][C:8]([C:9]([O:11][CH3:12])=[O:10])=[CH:7][CH:6]=2)[CH2:38][CH2:37]1)[CH3:35]. (2) The product is: [N:35]1([C:12](=[O:13])[C@@H:11]([NH:15][S:16]([C:19]2[CH:24]=[C:23]([F:25])[CH:22]=[C:21]([N:26]3[CH2:31][CH2:30][O:29][CH2:28][C:27]3=[O:32])[C:20]=2[O:33][CH3:34])(=[O:18])=[O:17])[CH2:10][NH:9][C:7]([C:5]2[S:6][C:2]([Cl:1])=[CH:3][CH:4]=2)=[O:8])[CH2:41][CH2:40][CH2:39][CH2:38][CH2:37][CH2:36]1. Given the reactants [Cl:1][C:2]1[S:6][C:5]([C:7]([NH:9][CH2:10][C@H:11]([NH:15][S:16]([C:19]2[CH:24]=[C:23]([F:25])[CH:22]=[C:21]([N:26]3[CH2:31][CH2:30][O:29][CH2:28][C:27]3=[O:32])[C:20]=2[O:33][CH3:34])(=[O:18])=[O:17])[C:12](O)=[O:13])=[O:8])=[CH:4][CH:3]=1.[NH:35]1[CH2:41][CH2:40][CH2:39][CH2:38][CH2:37][CH2:36]1, predict the reaction product. (3) Given the reactants Cl[C:2]1[CH:11]=[CH:10][N:9]=[C:8]2[C:3]=1[C:4]1[CH:16]=[C:15]([O:17][CH3:18])[C:14]([O:19][CH3:20])=[CH:13][C:5]=1[C:6](=[O:12])[NH:7]2.[Cl:21][C:22]1[CH:30]=[CH:29][C:25]2[O:26][CH2:27][O:28][C:24]=2[C:23]=1[NH2:31].CC(C1C=C(C(C)C)C(C2C=CC=CC=2P(C2CCCCC2)C2CCCCC2)=C(C(C)C)C=1)C.CC([O-])(C)C.[Na+], predict the reaction product. The product is: [Cl:21][C:22]1[CH:30]=[CH:29][C:25]2[O:26][CH2:27][O:28][C:24]=2[C:23]=1[NH:31][C:2]1[CH:11]=[CH:10][N:9]=[C:8]2[C:3]=1[C:4]1[CH:16]=[C:15]([O:17][CH3:18])[C:14]([O:19][CH3:20])=[CH:13][C:5]=1[C:6](=[O:12])[NH:7]2. (4) Given the reactants C(OC([NH:8][C@@H:9]1[C:23](=[O:24])[N:22]2[CH2:25][C@H:26]([O:28][C:29]3[C:30]4[S:44][CH:43]=[CH:42][C:31]=4[N:32]=[C:33]([C:35]4[N:39]([CH3:40])[N:38]=[C:37]([CH3:41])[CH:36]=4)[N:34]=3)[CH2:27][C@H:21]2[C:20](=[O:45])[NH:19][C@:18]2([C:47]([O:49][CH3:50])=[O:48])[CH2:46][C@H:17]2[CH:16]=[CH:15][CH2:14][CH2:13][CH2:12][CH2:11][CH2:10]1)=O)(C)(C)C.FC(F)(F)C(O)=O, predict the reaction product. The product is: [NH2:8][C@@H:9]1[C:23](=[O:24])[N:22]2[CH2:25][C@H:26]([O:28][C:29]3[C:30]4[S:44][CH:43]=[CH:42][C:31]=4[N:32]=[C:33]([C:35]4[N:39]([CH3:40])[N:38]=[C:37]([CH3:41])[CH:36]=4)[N:34]=3)[CH2:27][C@H:21]2[C:20](=[O:45])[NH:19][C@:18]2([C:47]([O:49][CH3:50])=[O:48])[CH2:46][C@H:17]2[CH:16]=[CH:15][CH2:14][CH2:13][CH2:12][CH2:11][CH2:10]1. (5) Given the reactants [OH:1][CH2:2][CH2:3][N:4]([CH2:17][C:18]([F:21])([F:20])[F:19])[C:5]1[CH:12]=[CH:11][C:8]([C:9]#[N:10])=[C:7]([C:13]([F:16])([F:15])[F:14])[CH:6]=1.[C:22]([NH:25][C:26]1[CH:27]=[C:28](O)[CH:29]=[CH:30][CH:31]=1)(=[O:24])[CH3:23], predict the reaction product. The product is: [C:9]([C:8]1[CH:11]=[CH:12][C:5]([N:4]([CH2:17][C:18]([F:19])([F:20])[F:21])[CH2:3][CH2:2][O:1][C:30]2[CH:31]=[C:26]([NH:25][C:22](=[O:24])[CH3:23])[CH:27]=[CH:28][CH:29]=2)=[CH:6][C:7]=1[C:13]([F:15])([F:16])[F:14])#[N:10]. (6) Given the reactants [O-]P([O-])([O-])=O.[K+].[K+].[K+].[O:9]1[CH:13]=[CH:12][C:11](B(O)O)=[CH:10]1.[Si:17]([O:24][CH2:25][C:26]1[CH:31]=[CH:30][CH:29]=[CH:28][C:27]=1[C:32]1[CH:33]=[CH:34][C:35]2[N:36]([CH:38]=[C:39](Cl)[N:40]=2)[CH:37]=1)([C:20]([CH3:23])([CH3:22])[CH3:21])([CH3:19])[CH3:18], predict the reaction product. The product is: [Si:17]([O:24][CH2:25][C:26]1[CH:31]=[CH:30][CH:29]=[CH:28][C:27]=1[C:32]1[CH:33]=[CH:34][C:35]2[N:36]([CH:38]=[C:39]([C:11]3[CH:12]=[CH:13][O:9][CH:10]=3)[N:40]=2)[CH:37]=1)([C:20]([CH3:23])([CH3:21])[CH3:22])([CH3:19])[CH3:18]. (7) The product is: [CH3:11][C:10]([CH3:13])([CH3:12])[CH2:9][C:8](=[O:14])/[CH:7]=[C:22]1/[C:21](=[O:27])[CH:20]2[C:17]3([CH2:18][CH2:19]3)[CH:23]/1[CH2:24][CH2:25]2.[CH3:11][C:10]([CH3:13])([CH3:12])[CH2:9][C:8](=[O:14])/[CH:7]=[C:22]1\[C:21](=[O:27])[CH:20]2[C:17]3([CH2:18][CH2:19]3)[CH:23]\1[CH2:24][CH2:25]2. Given the reactants COP([CH2:7][C:8](=[O:14])[CH2:9][C:10]([CH3:13])([CH3:12])[CH3:11])(=O)OC.[H-].[Na+].[C:17]12([CH:23]3[CH2:24][CH2:25][CH:20]1[C:21](=[O:27])[C:22]3=O)[CH2:19][CH2:18]2, predict the reaction product. (8) Given the reactants [Cl-].O[NH3+:3].[C:4](=[O:7])([O-])[OH:5].[Na+].CS(C)=O.[C:13]([C:15]1[CH:20]=[CH:19][CH:18]=[CH:17][C:16]=1[C:21]1[CH:26]=[CH:25][C:24]([CH2:27][C:28]2[C:29](=[O:44])[N:30]([CH2:40][C:41]([NH2:43])=[O:42])[C:31]3[N:32]([N:37]=[CH:38][N:39]=3)[C:33]=2[CH2:34][CH2:35][CH3:36])=[CH:23][CH:22]=1)#[N:14], predict the reaction product. The product is: [O:44]=[C:29]1[C:28]([CH2:27][C:24]2[CH:23]=[CH:22][C:21]([C:16]3[CH:17]=[CH:18][CH:19]=[CH:20][C:15]=3[C:13]3[NH:3][C:4](=[O:7])[O:5][N:14]=3)=[CH:26][CH:25]=2)=[C:33]([CH2:34][CH2:35][CH3:36])[N:32]2[N:37]=[CH:38][N:39]=[C:31]2[N:30]1[CH2:40][C:41]([NH2:43])=[O:42]. (9) Given the reactants [H-].[Na+].[CH2:3]([O:5][C:6](=[O:16])[CH2:7]P(OCC)(OCC)=O)[CH3:4].[H][H].[CH2:19]([CH:24]1[CH2:29][CH2:28][CH:27]([CH:30]2[CH2:35][CH2:34][C:33](=O)[CH2:32][CH2:31]2)[CH2:26][CH2:25]1)[CH2:20][CH2:21][CH2:22][CH3:23], predict the reaction product. The product is: [CH2:3]([O:5][C:6](=[O:16])[CH2:7][CH:33]1[CH2:34][CH2:35][CH:30]([CH:27]2[CH2:26][CH2:25][CH:24]([CH2:19][CH2:20][CH2:21][CH2:22][CH3:23])[CH2:29][CH2:28]2)[CH2:31][CH2:32]1)[CH3:4]. (10) Given the reactants [C:1]1([S:7]([CH2:10][C:11]2[C:16]([C:17]([O:19][CH3:20])=[O:18])=[C:15]([O:21][CH3:22])[C:14](Br)=[CH:13][CH:12]=2)(=[O:9])=[O:8])[CH:6]=[CH:5][CH:4]=[CH:3][CH:2]=1.P([O-])([O-])([O-])=O.[K+].[K+].[K+].[CH2:32]1COC[CH2:33]1, predict the reaction product. The product is: [C:1]1([S:7]([CH2:10][C:11]2[C:16]([C:17]([O:19][CH3:20])=[O:18])=[C:15]([O:21][CH3:22])[C:14]([CH2:32][CH3:33])=[CH:13][CH:12]=2)(=[O:9])=[O:8])[CH:6]=[CH:5][CH:4]=[CH:3][CH:2]=1.